From a dataset of Full USPTO retrosynthesis dataset with 1.9M reactions from patents (1976-2016). Predict the reactants needed to synthesize the given product. Given the product [C:1]([C@@H:3]([NH:8][C:9]([C@@H:11]1[CH2:16][CH2:15][CH2:14][CH2:13][C@@H:12]1[NH:17][C:31]([C:23]1[N:22]([CH2:21][CH2:20][CH2:19][Cl:18])[C:30]2[C:25]([CH:24]=1)=[CH:26][CH:27]=[CH:28][CH:29]=2)=[O:32])=[O:10])[CH2:4][CH:5]([CH3:7])[CH3:6])#[N:2], predict the reactants needed to synthesize it. The reactants are: [C:1]([C@@H:3]([NH:8][C:9]([C@@H:11]1[CH2:16][CH2:15][CH2:14][CH2:13][C@@H:12]1[NH2:17])=[O:10])[CH2:4][CH:5]([CH3:7])[CH3:6])#[N:2].[Cl:18][CH2:19][CH2:20][CH2:21][N:22]1[C:30]2[C:25](=[CH:26][CH:27]=[CH:28][CH:29]=2)[CH:24]=[C:23]1[C:31](O)=[O:32].